This data is from Merck oncology drug combination screen with 23,052 pairs across 39 cell lines. The task is: Regression. Given two drug SMILES strings and cell line genomic features, predict the synergy score measuring deviation from expected non-interaction effect. (1) Drug 1: N.N.O=C(O)C1(C(=O)O)CCC1.[Pt]. Drug 2: O=C(NOCC(O)CO)c1ccc(F)c(F)c1Nc1ccc(I)cc1F. Cell line: RPMI7951. Synergy scores: synergy=-0.680. (2) Drug 1: Cc1nc(Nc2ncc(C(=O)Nc3c(C)cccc3Cl)s2)cc(N2CCN(CCO)CC2)n1. Drug 2: COC1=C2CC(C)CC(OC)C(O)C(C)C=C(C)C(OC(N)=O)C(OC)C=CC=C(C)C(=O)NC(=CC1=O)C2=O. Cell line: MSTO. Synergy scores: synergy=90.5. (3) Drug 1: CC(=O)OC1C(=O)C2(C)C(O)CC3OCC3(OC(C)=O)C2C(OC(=O)c2ccccc2)C2(O)CC(OC(=O)C(O)C(NC(=O)c3ccccc3)c3ccccc3)C(C)=C1C2(C)C. Drug 2: C=CCn1c(=O)c2cnc(Nc3ccc(N4CCN(C)CC4)cc3)nc2n1-c1cccc(C(C)(C)O)n1. Cell line: MDAMB436. Synergy scores: synergy=8.69. (4) Drug 1: O=c1[nH]cc(F)c(=O)[nH]1. Drug 2: CCN(CC)CCNC(=O)c1c(C)[nH]c(C=C2C(=O)Nc3ccc(F)cc32)c1C. Cell line: HT29. Synergy scores: synergy=3.38. (5) Drug 1: NC1(c2ccc(-c3nc4ccn5c(=O)[nH]nc5c4cc3-c3ccccc3)cc2)CCC1. Drug 2: CNC(=O)c1cc(Oc2ccc(NC(=O)Nc3ccc(Cl)c(C(F)(F)F)c3)cc2)ccn1. Cell line: A375. Synergy scores: synergy=22.7. (6) Drug 1: COc1cc(C2c3cc4c(cc3C(OC3OC5COC(C)OC5C(O)C3O)C3COC(=O)C23)OCO4)cc(OC)c1O. Drug 2: C#Cc1cccc(Nc2ncnc3cc(OCCOC)c(OCCOC)cc23)c1. Cell line: OCUBM. Synergy scores: synergy=7.71. (7) Drug 1: CCC1=CC2CN(C1)Cc1c([nH]c3ccccc13)C(C(=O)OC)(c1cc3c(cc1OC)N(C)C1C(O)(C(=O)OC)C(OC(C)=O)C4(CC)C=CCN5CCC31C54)C2. Drug 2: CNC(=O)c1cc(Oc2ccc(NC(=O)Nc3ccc(Cl)c(C(F)(F)F)c3)cc2)ccn1. Cell line: VCAP. Synergy scores: synergy=-21.1. (8) Drug 1: Cn1nnc2c(C(N)=O)ncn2c1=O. Drug 2: O=C(NOCC(O)CO)c1ccc(F)c(F)c1Nc1ccc(I)cc1F. Cell line: NCIH2122. Synergy scores: synergy=-1.60. (9) Drug 1: Cn1nnc2c(C(N)=O)ncn2c1=O. Drug 2: C#Cc1cccc(Nc2ncnc3cc(OCCOC)c(OCCOC)cc23)c1. Cell line: LNCAP. Synergy scores: synergy=0.661. (10) Drug 1: O=S1(=O)NC2(CN1CC(F)(F)F)C1CCC2Cc2cc(C=CCN3CCC(C(F)(F)F)CC3)ccc2C1. Drug 2: Cn1c(=O)n(-c2ccc(C(C)(C)C#N)cc2)c2c3cc(-c4cnc5ccccc5c4)ccc3ncc21. Cell line: LNCAP. Synergy scores: synergy=78.4.